This data is from Full USPTO retrosynthesis dataset with 1.9M reactions from patents (1976-2016). The task is: Predict the reactants needed to synthesize the given product. (1) The reactants are: [CH2:1]([N:3]1[C:11]2[C:6](=[CH:7][C:8](B(O)O)=[CH:9][CH:10]=2)[CH:5]=[N:4]1)[CH3:2].Cl[C:16]1[C:25]([N:26]([CH:28]([CH3:30])[CH3:29])[CH3:27])=[N:24][C:23]2[C:18](=[CH:19][CH:20]=[C:21]([C:31]([O:33][CH3:34])=[O:32])[CH:22]=2)[N:17]=1.[O-]P([O-])([O-])=O.[K+].[K+].[K+]. Given the product [CH2:1]([N:3]1[C:11]2[C:6](=[CH:7][C:8]([C:16]3[C:25]([N:26]([CH:28]([CH3:30])[CH3:29])[CH3:27])=[N:24][C:23]4[C:18](=[CH:19][CH:20]=[C:21]([C:31]([O:33][CH3:34])=[O:32])[CH:22]=4)[N:17]=3)=[CH:9][CH:10]=2)[CH:5]=[N:4]1)[CH3:2], predict the reactants needed to synthesize it. (2) Given the product [CH3:33][N:32]([CH3:34])[C:27]1[N:28]=[C:29]([CH3:31])[N:30]=[C:25]([N:7]2[CH2:6][CH:5]3[CH2:1][N:2]([C:9]([C:11]4[CH:16]=[CH:15][C:14]([O:17][CH3:18])=[CH:13][C:12]=4[N:19]4[N:20]=[CH:21][CH:22]=[N:23]4)=[O:10])[CH2:3][CH:4]3[CH2:8]2)[CH:26]=1, predict the reactants needed to synthesize it. The reactants are: [CH2:1]1[CH:5]2[CH2:6][NH:7][CH2:8][CH:4]2[CH2:3][N:2]1[C:9]([C:11]1[CH:16]=[CH:15][C:14]([O:17][CH3:18])=[CH:13][C:12]=1[N:19]1[N:23]=[CH:22][CH:21]=[N:20]1)=[O:10].Cl[C:25]1[N:30]=[C:29]([CH3:31])[N:28]=[C:27]([N:32]([CH3:34])[CH3:33])[CH:26]=1. (3) Given the product [OH:45][CH2:44][CH2:43][C:23]1[CH:22]=[CH:21][C:20]([NH:19][C:2]2[N:7]=[C:6]([NH:8][C:9]3[CH:14]=[CH:13][CH:12]=[C:11]([CH3:15])[CH:10]=3)[C:5]([C:16]([NH2:18])=[O:17])=[CH:4][N:3]=2)=[CH:25][CH:24]=1, predict the reactants needed to synthesize it. The reactants are: Cl[C:2]1[N:7]=[C:6]([NH:8][C:9]2[CH:14]=[CH:13][CH:12]=[C:11]([CH3:15])[CH:10]=2)[C:5]([C:16]([NH2:18])=[O:17])=[CH:4][N:3]=1.[NH2:19][C:20]1(OCC)[CH:25]=[CH:24][C:23](O)=[CH:22][CH2:21]1.C(N(C(C)C)CC)(C)C.CN1[C:44](=[O:45])[CH2:43]CC1. (4) Given the product [N:1]1([CH2:6][CH2:7][O:8][C:9]2[CH:18]=[C:17]3[C:12]([C:13](=[O:27])[NH:14][CH:15]=[N:16]3)=[CH:11][C:10]=2[O:28][CH3:29])[CH:5]=[CH:4][N:3]=[CH:2]1, predict the reactants needed to synthesize it. The reactants are: [N:1]1([CH2:6][CH2:7][O:8][C:9]2[CH:18]=[C:17]3[C:12]([C:13](=[O:27])[N:14](COC(=O)C(C)(C)C)[CH:15]=[N:16]3)=[CH:11][C:10]=2[O:28][CH3:29])[CH:5]=[CH:4][N:3]=[CH:2]1.